This data is from Blood-brain barrier penetration binary classification data from Martins et al.. The task is: Regression/Classification. Given a drug SMILES string, predict its absorption, distribution, metabolism, or excretion properties. Task type varies by dataset: regression for continuous measurements (e.g., permeability, clearance, half-life) or binary classification for categorical outcomes (e.g., BBB penetration, CYP inhibition). Dataset: bbb_martins. (1) The drug is CCCC(C)(COC(N)=O)COC(N)=O. The result is 1 (penetrates BBB). (2) The molecule is CN(C)C(=O)C(CCN1CCC(O)(c2ccc(Cl)cc2)CC1)(c1ccccc1)c1ccccc1. The result is 0 (does not penetrate BBB). (3) The molecule is CN1CCN(C2=Nc3ccccc3Cc3ccccc32)CC1. The result is 1 (penetrates BBB). (4) The drug is O=C(NCCN1CCC(n2c(=O)[nH]c3cc(Cl)ccc32)CC1)c1ccc(F)cc1. The result is 1 (penetrates BBB). (5) The compound is NC(=O)OCC(O)COc1ccc(Cl)cc1. The result is 1 (penetrates BBB). (6) The drug is COc1ccc(S(N)(=O)=O)cc1C(=O)NCC1CCCN1Cc1ccc(F)cc1. The result is 1 (penetrates BBB). (7) The drug is COc1ccc(C(=O)N2CCCC2=O)cc1. The result is 1 (penetrates BBB).